From a dataset of Full USPTO retrosynthesis dataset with 1.9M reactions from patents (1976-2016). Predict the reactants needed to synthesize the given product. The reactants are: [NH2:1][C:2]1[C:3]([C:25](N)=[O:26])=[N:4][C:5]([C:15]2[CH:20]=[CH:19][C:18](=[O:21])[N:17]([CH:22]([CH3:24])[CH3:23])[CH:16]=2)=[C:6]([C:8]2[CH:13]=[CH:12][C:11]([F:14])=[CH:10][CH:9]=2)[N:7]=1.Cl.[O:29]1CCOCC1. Given the product [NH2:1][C:2]1[C:3]([C:25]([OH:29])=[O:26])=[N:4][C:5]([C:15]2[CH:20]=[CH:19][C:18](=[O:21])[N:17]([CH:22]([CH3:23])[CH3:24])[CH:16]=2)=[C:6]([C:8]2[CH:13]=[CH:12][C:11]([F:14])=[CH:10][CH:9]=2)[N:7]=1, predict the reactants needed to synthesize it.